This data is from Buchwald-Hartwig C-N cross coupling reaction yields with 55,370 reactions. The task is: Predict the reaction yield, written as a fraction of the theoretical maximum amount of product (1.0 means a 100% yield; for example, 0.34 means a 34% yield). The reactants are Clc1ccccn1.Cc1ccc(N)cc1.O=S(=O)(O[Pd]1c2ccccc2-c2ccccc2N~1)C(F)(F)F.COc1ccc(OC)c(P(C(C)(C)C)C(C)(C)C)c1-c1c(C(C)C)cc(C(C)C)cc1C(C)C.CN(C)C(=NC(C)(C)C)N(C)C.c1ccc(CN(Cc2ccccc2)c2ccno2)cc1. No catalyst specified. The product is Cc1ccc(Nc2ccccn2)cc1. The yield is 0.297.